Dataset: Peptide-MHC class II binding affinity with 134,281 pairs from IEDB. Task: Regression. Given a peptide amino acid sequence and an MHC pseudo amino acid sequence, predict their binding affinity value. This is MHC class II binding data. (1) The MHC is DRB3_0101 with pseudo-sequence DRB3_0101. The binding affinity (normalized) is 0.509. The peptide sequence is TCAKSMSLFEVDQTKKK. (2) The peptide sequence is EKKYFGATQFEPLAA. The MHC is DRB1_0101 with pseudo-sequence DRB1_0101. The binding affinity (normalized) is 0.622. (3) The peptide sequence is GGACGYKDVDKPPFS. The MHC is DRB3_0101 with pseudo-sequence DRB3_0101. The binding affinity (normalized) is 0.394. (4) The peptide sequence is EKKYFAATQFEPLQA. The MHC is DRB1_0101 with pseudo-sequence DRB1_0101. The binding affinity (normalized) is 0.581. (5) The peptide sequence is QMSIQLINKAVNALI. The MHC is DRB3_0101 with pseudo-sequence DRB3_0101. The binding affinity (normalized) is 0.168.